The task is: Regression. Given a peptide amino acid sequence and an MHC pseudo amino acid sequence, predict their binding affinity value. This is MHC class II binding data.. This data is from Peptide-MHC class II binding affinity with 134,281 pairs from IEDB. (1) The peptide sequence is EDPLFQLVSKLYEVV. The MHC is DRB1_0405 with pseudo-sequence DRB1_0405. The binding affinity (normalized) is 0.337. (2) The binding affinity (normalized) is 0.491. The MHC is DRB1_0101 with pseudo-sequence DRB1_0101. The peptide sequence is RFTISRDNSKNTLYL. (3) The peptide sequence is ATAAAIQLKCSDSMP. The MHC is DRB1_0101 with pseudo-sequence DRB1_0101. The binding affinity (normalized) is 0.324. (4) The peptide sequence is YQQGVTVDSIGM. The MHC is DRB1_1302 with pseudo-sequence DRB1_1302. The binding affinity (normalized) is 0.111.